From a dataset of NCI-60 drug combinations with 297,098 pairs across 59 cell lines. Regression. Given two drug SMILES strings and cell line genomic features, predict the synergy score measuring deviation from expected non-interaction effect. Drug 1: C1CCC(C1)C(CC#N)N2C=C(C=N2)C3=C4C=CNC4=NC=N3. Drug 2: CC1=C2C(C(=O)C3(C(CC4C(C3C(C(C2(C)C)(CC1OC(=O)C(C(C5=CC=CC=C5)NC(=O)C6=CC=CC=C6)O)O)OC(=O)C7=CC=CC=C7)(CO4)OC(=O)C)O)C)OC(=O)C. Cell line: HCT-15. Synergy scores: CSS=27.7, Synergy_ZIP=7.92, Synergy_Bliss=14.7, Synergy_Loewe=7.25, Synergy_HSA=13.4.